Dataset: Full USPTO retrosynthesis dataset with 1.9M reactions from patents (1976-2016). Task: Predict the reactants needed to synthesize the given product. Given the product [C:1]([C:7]1[CH:16]=[CH:15][CH:14]=[CH:13][C:8]=1[C:9]([N:19]([CH3:18])[O:20][CH3:21])=[O:10])#[C:2][CH2:3][CH2:4][CH2:5][CH3:6], predict the reactants needed to synthesize it. The reactants are: [C:1]([C:7]1[CH:16]=[CH:15][CH:14]=[CH:13][C:8]=1[C:9](OC)=[O:10])#[C:2][CH2:3][CH2:4][CH2:5][CH3:6].Cl.[CH3:18][NH:19][O:20][CH3:21].[Li]CCCC.